Dataset: Catalyst prediction with 721,799 reactions and 888 catalyst types from USPTO. Task: Predict which catalyst facilitates the given reaction. (1) Reactant: [CH3:1][N:2]1[CH2:15][CH2:14][C:5]2[NH:6][C:7]3[CH:8]=[CH:9][C:10]([CH3:13])=[CH:11][C:12]=3[C:4]=2[CH2:3]1.[CH3:16][N:17]1[C:21]2=[N:22][CH:23]=[C:24]([CH:26]=[CH2:27])[CH:25]=[C:20]2[CH:19]=[CH:18]1.[OH-].[K+]. Product: [CH3:1][N:2]1[CH2:15][CH2:14][C:5]2[N:6]([CH2:27][CH2:26][C:24]3[CH:25]=[C:20]4[CH:19]=[CH:18][N:17]([CH3:16])[C:21]4=[N:22][CH:23]=3)[C:7]3[CH:8]=[CH:9][C:10]([CH3:13])=[CH:11][C:12]=3[C:4]=2[CH2:3]1. The catalyst class is: 37. (2) Reactant: FC(F)(F)C(O)=[O:4].[Cl:8][C:9]1[CH:14]=[CH:13][C:12]([C:15]#[C:16][CH2:17][NH:18]C(=O)OC(C)(C)C)=[C:11]([C:26](=O)[C:27]2[C:32]([O:33][CH3:34])=[CH:31][CH:30]=[CH:29][C:28]=2[F:35])[CH:10]=1.C(N(CC)C(C)C)(C)C.CO[CH:48](OC)[N:49]([CH3:51])[CH3:50]. Product: [Cl:8][C:9]1[CH:14]=[CH:13][C:12]2[C:15](=[O:4])[C:16](=[CH:48][N:49]([CH3:50])[CH3:51])[CH2:17][N:18]=[C:26]([C:27]3[C:32]([O:33][CH3:34])=[CH:31][CH:30]=[CH:29][C:28]=3[F:35])[C:11]=2[CH:10]=1. The catalyst class is: 46. (3) Reactant: [C:1]([Si:5]([O:8][C:9]1[CH:14]=[C:13]([N+:15]([O-])=O)[CH:12]=[CH:11][C:10]=1[O:18][CH3:19])([CH3:7])[CH3:6])([CH3:4])([CH3:3])[CH3:2].[H][H]. Product: [Si:5]([O:8][C:9]1[CH:14]=[C:13]([NH2:15])[CH:12]=[CH:11][C:10]=1[O:18][CH3:19])([C:1]([CH3:4])([CH3:3])[CH3:2])([CH3:7])[CH3:6]. The catalyst class is: 78. (4) Reactant: [CH:1]1([NH2:6])[CH2:5][CH2:4][CH2:3][CH2:2]1.C(N(CC)C(C)C)(C)C.[Cl:16][C:17]1[N:22]=[C:21](Cl)[C:20]([N+:24]([O-:26])=[O:25])=[CH:19][N:18]=1. Product: [Cl:16][C:17]1[N:22]=[C:21]([NH:6][CH:1]2[CH2:5][CH2:4][CH2:3][CH2:2]2)[C:20]([N+:24]([O-:26])=[O:25])=[CH:19][N:18]=1. The catalyst class is: 4. (5) Reactant: [C:1]([O:5][C:6]([NH:8][CH2:9][CH:10]([O:12][C:13]1[CH:18]=[C:17]([F:19])[CH:16]=[CH:15][C:14]=1[NH:20][C:21]1[C:22]2[C:29]([CH3:30])=[C:28]([C:31](O)=[O:32])[S:27][C:23]=2[N:24]=[CH:25][N:26]=1)[CH3:11])=[O:7])([CH3:4])([CH3:3])[CH3:2].C[N:35](C(ON1N=NC2C=CC=CC1=2)=[N+](C)C)C.[B-](F)(F)(F)F.C(N(CC)CC)C.N. Product: [C:31]([C:28]1[S:27][C:23]2[N:24]=[CH:25][N:26]=[C:21]([NH:20][C:14]3[CH:15]=[CH:16][C:17]([F:19])=[CH:18][C:13]=3[O:12][CH:10]([CH3:11])[CH2:9][NH:8][C:6](=[O:7])[O:5][C:1]([CH3:2])([CH3:4])[CH3:3])[C:22]=2[C:29]=1[CH3:30])(=[O:32])[NH2:35]. The catalyst class is: 3. (6) Reactant: [CH2:1]([C:5]1[NH:9][N:8]=[C:7]([C:10]2[CH:15]=[CH:14][C:13]([CH3:16])=[CH:12][CH:11]=2)[C:6]=1[C:17]1[CH:22]=[CH:21][CH:20]=[CH:19][CH:18]=1)[CH2:2][CH:3]=C.[BH4-].[Na+].C[OH:26]. Product: [C:17]1([C:6]2[C:7]([C:10]3[CH:15]=[CH:14][C:13]([CH3:16])=[CH:12][CH:11]=3)=[N:8][NH:9][C:5]=2[CH2:1][CH2:2][CH2:3][OH:26])[CH:22]=[CH:21][CH:20]=[CH:19][CH:18]=1. The catalyst class is: 2. (7) Reactant: [C:1]([C:5]1[CH:10]=[C:9]([SH:11])[CH:8]=[C:7]([C:12]([CH3:15])([CH3:14])[CH3:13])[C:6]=1[OH:16])([CH3:4])([CH3:3])[CH3:2].[C:17]1(=O)[CH2:20][CH2:19][CH2:18]1.Cl. Product: [C:1]([C:5]1[CH:10]=[C:9]([S:11][C:17]2([S:11][C:9]3[CH:8]=[C:7]([C:12]([CH3:13])([CH3:14])[CH3:15])[C:6]([OH:16])=[C:5]([C:1]([CH3:4])([CH3:3])[CH3:2])[CH:10]=3)[CH2:20][CH2:19][CH2:18]2)[CH:8]=[C:7]([C:12]([CH3:15])([CH3:14])[CH3:13])[C:6]=1[OH:16])([CH3:4])([CH3:3])[CH3:2]. The catalyst class is: 5. (8) Reactant: [F:1][C:2]1[CH:7]=[CH:6][C:5]([CH2:8][CH2:9][Br:10])=[CH:4][CH:3]=1.[C:11]1([P:17]([C:24]2[CH:29]=[CH:28][CH:27]=[CH:26][CH:25]=2)[C:18]2[CH:23]=[CH:22][CH:21]=[CH:20][CH:19]=2)[CH:16]=[CH:15][CH:14]=[CH:13][CH:12]=1. Product: [Br-:10].[F:1][C:2]1[CH:7]=[CH:6][C:5]([CH2:8][CH2:9][P+:17]([C:18]2[CH:19]=[CH:20][CH:21]=[CH:22][CH:23]=2)([C:24]2[CH:29]=[CH:28][CH:27]=[CH:26][CH:25]=2)[C:11]2[CH:12]=[CH:13][CH:14]=[CH:15][CH:16]=2)=[CH:4][CH:3]=1. The catalyst class is: 11. (9) Reactant: [CH3:1][O:2][C:3]1[CH:4]=[C:5]([CH:8]=[CH:9][C:10]=1[F:11])[CH:6]=O.C(O)(=O)[CH2:13][C:14]([OH:16])=[O:15].N1CCCCC1. Product: [CH3:1][O:2][C:3]1[CH:4]=[C:5]([CH:6]=[CH:13][C:14]([OH:16])=[O:15])[CH:8]=[CH:9][C:10]=1[F:11]. The catalyst class is: 17. (10) Reactant: Br[CH2:2][C:3]([C:5]1[CH:10]=[CH:9][C:8]([O:11][CH3:12])=[C:7]([O:13][CH3:14])[CH:6]=1)=O.[C:15]([NH2:18])(=[S:17])[CH3:16]. Product: [CH3:14][O:13][C:7]1[CH:6]=[C:5]([C:3]2[N:18]=[C:15]([CH3:16])[S:17][CH:2]=2)[CH:10]=[CH:9][C:8]=1[O:11][CH3:12]. The catalyst class is: 8.